Dataset: NCI-60 drug combinations with 297,098 pairs across 59 cell lines. Task: Regression. Given two drug SMILES strings and cell line genomic features, predict the synergy score measuring deviation from expected non-interaction effect. Drug 2: CCN(CC)CCCC(C)NC1=C2C=C(C=CC2=NC3=C1C=CC(=C3)Cl)OC. Cell line: COLO 205. Drug 1: CC12CCC3C(C1CCC2O)C(CC4=C3C=CC(=C4)O)CCCCCCCCCS(=O)CCCC(C(F)(F)F)(F)F. Synergy scores: CSS=32.5, Synergy_ZIP=2.29, Synergy_Bliss=3.04, Synergy_Loewe=-13.0, Synergy_HSA=1.25.